This data is from NCI-60 drug combinations with 297,098 pairs across 59 cell lines. The task is: Regression. Given two drug SMILES strings and cell line genomic features, predict the synergy score measuring deviation from expected non-interaction effect. Drug 1: CN1C(=O)N2C=NC(=C2N=N1)C(=O)N. Drug 2: CC1CC(C(C(C=C(C(C(C=CC=C(C(=O)NC2=CC(=O)C(=C(C1)C2=O)OC)C)OC)OC(=O)N)C)C)O)OC. Cell line: SK-OV-3. Synergy scores: CSS=33.1, Synergy_ZIP=6.18, Synergy_Bliss=1.99, Synergy_Loewe=-40.4, Synergy_HSA=-2.53.